This data is from Forward reaction prediction with 1.9M reactions from USPTO patents (1976-2016). The task is: Predict the product of the given reaction. Given the reactants F[C:2]1[C:3]([C:8]([O:10][CH2:11][CH3:12])=[O:9])=[N:4][CH:5]=[CH:6][CH:7]=1.[CH3:13][O:14][CH2:15][CH:16]([NH2:18])[CH3:17], predict the reaction product. The product is: [CH3:13][O:14][CH2:15][CH:16]([NH:18][C:2]1[C:3]([C:8]([O:10][CH2:11][CH3:12])=[O:9])=[N:4][CH:5]=[CH:6][CH:7]=1)[CH3:17].